From a dataset of Peptide-MHC class II binding affinity with 134,281 pairs from IEDB. Regression. Given a peptide amino acid sequence and an MHC pseudo amino acid sequence, predict their binding affinity value. This is MHC class II binding data. (1) The peptide sequence is HSLGKWVGHPDKF. The MHC is H-2-IAs with pseudo-sequence H-2-IAs. The binding affinity (normalized) is 0.474. (2) The peptide sequence is QGEPGRVIRGKKGAG. The MHC is DRB1_0405 with pseudo-sequence DRB1_0405. The binding affinity (normalized) is 0.0232. (3) The peptide sequence is YLPKPPKPVSKLRLATPLLLQALPL. The MHC is DRB1_0301 with pseudo-sequence DRB1_0301. The binding affinity (normalized) is 0.271. (4) The peptide sequence is GSDPKKLVLNIKYTR. The MHC is DRB1_0701 with pseudo-sequence DRB1_0701. The binding affinity (normalized) is 0.290.